Predict the product of the given reaction. From a dataset of Forward reaction prediction with 1.9M reactions from USPTO patents (1976-2016). (1) Given the reactants C([O-])(=O)C.[NH4+:5].[CH3:6][C:7](=O)[C:8](=O)[CH3:9].[Br:12][C:13]1[CH:20]=[CH:19][C:16]([CH:17]=O)=[CH:15][CH:14]=1.[OH-].[NH4+:22], predict the reaction product. The product is: [Br:12][C:13]1[CH:20]=[CH:19][C:16]([C:17]2[NH:5][C:8]([CH3:9])=[C:7]([CH3:6])[N:22]=2)=[CH:15][CH:14]=1. (2) Given the reactants Br[C:2]1[C:11]2[C:6](=[CH:7][CH:8]=[CH:9][CH:10]=2)[C:5]([F:12])=[CH:4][CH:3]=1.[Li]CCCC.[CH3:18][O:19][C:20]1[CH:25]=[CH:24][C:23]([C:26](=[O:44])[C@@H:27]([C:31]2[CH:43]=[CH:42][C:34]([C:35]([O:37][C:38]([CH3:41])([CH3:40])[CH3:39])=[O:36])=[CH:33][CH:32]=2)[CH2:28][CH2:29][CH3:30])=[CH:22][CH:21]=1, predict the reaction product. The product is: [F:12][C:5]1[C:6]2[C:11](=[CH:10][CH:9]=[CH:8][CH:7]=2)[C:2]([C:26]([OH:44])([C:23]2[CH:22]=[CH:21][C:20]([O:19][CH3:18])=[CH:25][CH:24]=2)[C@@H:27]([C:31]2[CH:43]=[CH:42][C:34]([C:35]([O:37][C:38]([CH3:39])([CH3:41])[CH3:40])=[O:36])=[CH:33][CH:32]=2)[CH2:28][CH2:29][CH3:30])=[CH:3][CH:4]=1. (3) The product is: [CH3:4][C:2]([Si:5]([CH3:22])([CH3:21])[O:6][C@@H:7]1[CH2:11][N:10]([C:12]([O:14][C:15]([CH3:16])([CH3:18])[CH3:17])=[O:13])[C@@H:9]([CH2:19][O:20][CH3:25])[CH2:8]1)([CH3:1])[CH3:3]. Given the reactants [CH3:1][C:2]([Si:5]([CH3:22])([CH3:21])[O:6][C@@H:7]1[CH2:11][N:10]([C:12]([O:14][C:15]([CH3:18])([CH3:17])[CH3:16])=[O:13])[C@@H:9]([CH2:19][OH:20])[CH2:8]1)([CH3:4])[CH3:3].[H-].[Na+].[CH3:25]I, predict the reaction product. (4) Given the reactants [N+:1]([C:4]1[CH:5]=[C:6]([CH2:10][NH:11][C:12](=[O:18])[O:13][C:14]([CH3:17])([CH3:16])[CH3:15])[CH:7]=[CH:8][CH:9]=1)([O-])=O, predict the reaction product. The product is: [NH2:1][C:4]1[CH:5]=[C:6]([CH2:10][NH:11][C:12](=[O:18])[O:13][C:14]([CH3:16])([CH3:15])[CH3:17])[CH:7]=[CH:8][CH:9]=1.